This data is from Forward reaction prediction with 1.9M reactions from USPTO patents (1976-2016). The task is: Predict the product of the given reaction. (1) The product is: [OH:49][CH2:48][C:28]1[C:29]([N:33]2[CH2:34][CH2:35][N:36]3[C:37]4[C@@H:38]5[CH2:47][CH:41]([C:42]=4[CH:43]=[C:44]3[C:45]2=[O:46])[CH2:40][CH2:39]5)=[N:30][CH:31]=[CH:32][C:27]=1[C:4]1[CH:5]=[C:6]([NH:9][C:10]2[CH:15]=[CH:14][C:13]([N:16]3[CH2:21][CH2:20][N:19]([CH:22]4[CH2:23][O:24][CH2:25]4)[CH2:18][CH:17]3[CH3:26])=[CH:12][N:11]=2)[C:7](=[O:8])[N:2]([CH3:1])[CH:3]=1. Given the reactants [CH3:1][N:2]1[C:7](=[O:8])[C:6]([NH:9][C:10]2[CH:15]=[CH:14][C:13]([N:16]3[CH2:21][CH2:20][N:19]([CH:22]4[CH2:25][O:24][CH2:23]4)[CH2:18][C@@H:17]3[CH3:26])=[CH:12][N:11]=2)=[CH:5][C:4]([C:27]2[CH:32]=[CH:31][N:30]=[C:29]([N:33]3[C:45](=[O:46])[C:44]4[N:36]([C:37]5[C@@H:38]6[CH2:47][C@H:41]([C:42]=5[CH:43]=4)[CH2:40][CH2:39]6)[CH2:35][CH2:34]3)[C:28]=2[CH:48]=[O:49])=[CH:3]1.[BH4-].[Na+], predict the reaction product. (2) Given the reactants [F:1][C:2]1[CH:10]=[C:9]([N+:11]([O-:13])=[O:12])[CH:8]=[CH:7][C:3]=1[C:4]([OH:6])=[O:5].OS(O)(=O)=O.[CH3:19]O, predict the reaction product. The product is: [F:1][C:2]1[CH:10]=[C:9]([N+:11]([O-:13])=[O:12])[CH:8]=[CH:7][C:3]=1[C:4]([O:6][CH3:19])=[O:5].